Dataset: Reaction yield outcomes from USPTO patents with 853,638 reactions. Task: Predict the reaction yield, written as a fraction of the theoretical maximum amount of product (1.0 means a 100% yield; for example, 0.34 means a 34% yield). The reactants are C[O:2][C:3]([C:5]1[CH:10]=[CH:9][C:8](=[O:11])[N:7]([CH3:12])[C:6]=1[NH:13][C:14]1[CH:19]=[CH:18][C:17]([Br:20])=[CH:16][C:15]=1[F:21])=[O:4].BrC1C=CC(N)=C(F)C=1.C[Si]([N-][Si](C)(C)C)(C)C.[Li+].COC(C1C=CC(=O)N(C)C=1Cl)=O. The catalyst is C1COCC1. The product is [Br:20][C:17]1[CH:18]=[CH:19][C:14]([NH:13][C:6]2[N:7]([CH3:12])[C:8](=[O:11])[CH:9]=[CH:10][C:5]=2[C:3]([OH:4])=[O:2])=[C:15]([F:21])[CH:16]=1. The yield is 0.650.